This data is from Human Reference Interactome with 51,813 positive PPI pairs across 8,248 proteins, plus equal number of experimentally-validated negative pairs. The task is: Binary Classification. Given two protein amino acid sequences, predict whether they physically interact or not. (1) Protein 1 (ENSG00000007392) has sequence MSAQAQMRALLDQLMGTARDGDETRQRVKFTDDRVCKSHLLDCCPHDILAGTRMDLGECTKIHDLALRADYEIASKERDLFFELDAMDHLESFIAECDRRTELAKKRLAETQEEISAEVSAKAEKVHELNEEIGKLLAKAEQLGAEGNVDESQKILMEVEKVRAKKKEAEEEYRNSMPASSFQQQKLRVCEVCSAYLGLHDNDRRLADHFGGKLHLGFIQIREKLDQLRKTVAEKQEKRNQDRLRRREEREREERLSRRSGSRTRDRRRSRSRDRRRRRSRSTSRERRKLSRSRSRDRHR.... Protein 2 (ENSG00000204315) has sequence METPPVNTIGEKDTSQPQQEWEKNLRENLDSVIQIRQQPRDPPTETLELEVSPDPASQILEHTQGAEKLVAELEGDSHKSHGSTSQMPEALQASDLWYCPDGSFVKKIVIRGHGLDKPKLGSCCRVLALGFPFGSGPPEGWTELTMGVGPWREETWGELIEKCLESMCQGEEAELQLPGHSGPPVRLTLASFTQGRDSWELETSEKEALAREERARGTELFRAGNPEGAARCYGRALRLLLTLPPPGPPERTVLHANLAACQLLLGQPQLAAQSCDRVLEREPGHLKALYRRGVAQAALG.... Result: 0 (the proteins do not interact). (2) Protein 1 (ENSG00000082126) has sequence MIQSDKGADPPDKKDMKLSTATNPQNGLSQILRLVLQELSLFYGRDVNGVCLLYDLLHSPWLQALLKIYDCLQEFKEKKLVPATPHAQVLSYEVVELLRETPTSPEIQELRQMLQAPHFKALLSAHDTIAQKDFEPLLPPLPDNIPESEEAMRIVCLVKNQQPLGATIKRHEMTGDILVARIIHGGLAERSGLLYAGDKLVEVNGVSVEGLDPEQVIHILAMSRGTIMFKVVPVSDPPVNSQQMDPDIPCMDAGLPFQKGDILQIVDQNDALWWQARKISDPATCAGLVPSNHLLKRKQR.... Protein 2 (ENSG00000159479) has sequence MQREEKQLEASLDALLSQVADLKNSLGSFICKLENEYGRLTWPSVLDSFALLSGQLNTLNKVLKHEKTPLFRNQVIIPLVLSPDRDEDLMRQTEGRVPVFSHEVVPDHLRTKPDPEVEEQEKQLTTDAARIGADAAQKQIQSLNKMCSNLLEKISKEERESESGGLRPNKQTFNPTDTNALVAAVAFGKGLSNWRPSGSSGPGQAGQPGAGTILAGTSGLQQVQMAGAPSQQQPMLSGVQMAQAGQPGKMPSGIKTNIKSASMHPYQRPSCLGFILAIPLRRKVKKLLGQEGKKNAHLQL.... Result: 0 (the proteins do not interact). (3) Protein 1 (ENSG00000163430) has sequence MWKRWLALALALVAVAWVRAEEELRSKSKICANVFCGAGRECAVTEKGEPTCLCIEQCKPHKRPVCGSNGKTYLNHCELHRDACLTGSKIQVDYDGHCKEKKSVSPSASPVVCYQSNRDELRRRIIQWLEAEIIPDGWFSKGSNYSEILDKYFKNFDNGDSRLDSSEFLKFVEQNETAINITTYPDQENNKLLRGLCVDALIELSDENADWKLSFQEFLKCLNPSFNPPEKKCALEDETYADGAETEVDCNRCVCACGNWVCTAMTCDGKNQKGAQTQTEEEMTRYVQELQKHQETAEKT.... Protein 2 (ENSG00000106080) has sequence MRLFLWNAVLTLFVTSLIGALIPEPEVKIEVLQKPFICHRKTKGGDLMLVHYEGYLEKDGSLFHSTHKHNNGQPIWFTLGILEALKGWDQGLKGMCVGEKRKLIIPPALGYGKEGKGKIPPESTLIFNIDLLEIRNGPRSHESFQEMDLNDDWKLSKDEVKAYLKKEFEKHGAVVNESHHDALVEDIFDKEDEDKDGFISAREFTYKHDEL*XVLQKPFICHRKTKGGDLMLVHYEGYLEKDGSLFHSTHKHNNGQPIWFTLGILEALKGWDQGLKGMCVGEKRKLIIPPALGYGKEGKV.... Result: 0 (the proteins do not interact). (4) Protein 1 (ENSG00000147905) has sequence MMFGGYETIEAYEDDLYRDESSSELSVDSEVEFQLYSQIHYAQDLDDVIREEEHEEKNSGNSESSSSKPNQKKLIVLSDSEVIQLSDGSEVITLSDEDSIYRCKGKNVRVQAQENAHGLSSSLQSNELVDKKCKSDIEKPKSEERSGVIREVMIIEVSSSEEEESTISEGDNVESWMLLGCEVDDKDDDILLNLVGCENSVTEGEDGINWSISDKDIEAQIANNRTPGRWTQRYYSANKNIICRNCDKRGHLSKNCPLPRKVRRCFLCSRRGHLLYSCPAPLCEYCPVPKMLDHSCLFRH.... Protein 2 (ENSG00000196150) has sequence MAAARLLPVPAGPQPLSFQAKLTFEDVAVLLSQDEWDRLCPAQRGLYRNVMMETYGNVVSLGLPGSKPDIISQLERGEDPWVLDRKGAKKSQGLWSDYSDNLKYDHTTACTQQDSLSCPWECETKGESQNTDLSPKPLISEQTVILGKTPLGRIDQENNETKQSFCLSPNSVDHREVQVLSQSMPLTPHQAVPSGERPYMCVECGKCFGRSSHLLQHQRIHTGEKPYVCSVCGKAFSQSSVLSKHRRIHTGEKPYECNECGKAFRVSSDLAQHHKIHTGEKPHECLECRKAFTQLSHLIQ.... Result: 1 (the proteins interact). (5) Protein 1 (ENSG00000244187) has sequence MVNLGLSRVDDAVAAKHPGLGEYAACQSHAFMKGVFTFVTGTGMAFGLQMFIQRKFPYPLQWSLLVAVVAGSVVSYGVTRVESEKCNNLWLFLETGQLPKDRSTDQRS*. Protein 2 (ENSG00000179213) has sequence MLPLLQLVPAKLLNSSCSLEKTLQCSCSFHGIPTPSVQWWMGGVPVGVDGMDGSLQVTSTMLGPWANSTISLTEEPEMGMRLLCEGKNQNGTHALSILLMSRKSSLAAQAFVKGLIQGAIYAGIVIALLFLCLLPLIVKHIRKKQAKKAAAIRAKKSSKVRASQELEMSLKPEEPGKPVVATFSESRILEKQDKRAS*MLPLLQLVPAKLLNSSCSLEKTLQCSCSFHGIPTPSVQWWMGGVPVGVDGMDGSLQVTSTMLGPWANSTISLTEEPEMGMRLLCMLPLLQLVPAKLLNSSCS.... Result: 0 (the proteins do not interact).